Dataset: Forward reaction prediction with 1.9M reactions from USPTO patents (1976-2016). Task: Predict the product of the given reaction. (1) Given the reactants [C:1]1([CH2:7][O:8][C@H:9]2[CH2:14][CH2:13][CH2:12][CH2:11][C@@H:10]2[NH2:15])[CH:6]=[CH:5][CH:4]=[CH:3][CH:2]=1.O=[C:17]1[CH2:22][CH2:21][N:20]([C@H:23]2[CH2:27][CH2:26][N:25]([C:28]([O:30][C:31]([CH3:34])([CH3:33])[CH3:32])=[O:29])[CH2:24]2)[CH2:19][CH2:18]1.C(O[BH-](OC(=O)C)OC(=O)C)(=O)C.[Na+].C([O-])(O)=O.[Na+], predict the reaction product. The product is: [C:1]1([CH2:7][O:8][C@H:9]2[CH2:14][CH2:13][CH2:12][CH2:11][C@@H:10]2[NH:15][CH:17]2[CH2:18][CH2:19][N:20]([C@H:23]3[CH2:27][CH2:26][N:25]([C:28]([O:30][C:31]([CH3:34])([CH3:33])[CH3:32])=[O:29])[CH2:24]3)[CH2:21][CH2:22]2)[CH:2]=[CH:3][CH:4]=[CH:5][CH:6]=1. (2) Given the reactants [CH:1]1[C:10]2[C:5](=[CH:6][CH:7]=[CH:8][CH:9]=2)[CH:4]=[CH:3][C:2]=1[CH2:11][S:12](Cl)(=[O:14])=[O:13].[F:16][C:17]1[CH:22]=[CH:21][C:20]([N:23]2[C:27]([CH2:28][CH:29]([CH3:31])[CH3:30])=[CH:26][C:25]([CH2:32][NH2:33])=[N:24]2)=[CH:19][CH:18]=1.C(N(CC)CC)C, predict the reaction product. The product is: [F:16][C:17]1[CH:18]=[CH:19][C:20]([N:23]2[C:27]([CH2:28][CH:29]([CH3:30])[CH3:31])=[CH:26][C:25]([CH2:32][NH:33][S:12]([CH2:11][C:2]3[CH:3]=[CH:4][C:5]4[C:10](=[CH:9][CH:8]=[CH:7][CH:6]=4)[CH:1]=3)(=[O:14])=[O:13])=[N:24]2)=[CH:21][CH:22]=1.